From a dataset of Forward reaction prediction with 1.9M reactions from USPTO patents (1976-2016). Predict the product of the given reaction. Given the reactants I[C:2]1[CH:3]=[C:4]([CH:10]=[CH:11][C:12]=1[CH3:13])[C:5]([O:7][CH2:8][CH3:9])=[O:6].[C:14]([C:16]1[CH:17]=[CH:18][C:19]([NH:22][C:23](=[O:25])[CH3:24])=[N:20][CH:21]=1)#[CH:15], predict the reaction product. The product is: [C:23]([NH:22][C:19]1[N:20]=[CH:21][C:16]([C:14]#[C:15][C:2]2[CH:3]=[C:4]([CH:10]=[CH:11][C:12]=2[CH3:13])[C:5]([O:7][CH2:8][CH3:9])=[O:6])=[CH:17][CH:18]=1)(=[O:25])[CH3:24].